From a dataset of Catalyst prediction with 721,799 reactions and 888 catalyst types from USPTO. Predict which catalyst facilitates the given reaction. Reactant: [CH3:1][C:2]1[O:6][C:5]([C:7]2[CH:12]=[CH:11][CH:10]=[CH:9][CH:8]=2)=[N:4][C:3]=1[CH2:13][O:14][C:15]1[CH:20]=[CH:19][C:18]([CH2:21][CH2:22][C:23]2[O:27][C:26]([C:28]3[CH:33]=[CH:32][CH:31]=[CH:30][CH:29]=3)=[N:25][C:24]=2[CH2:34][O:35]COC)=[CH:17][CH:16]=1.S(=O)(=O)(O)O. Product: [CH3:1][C:2]1[O:6][C:5]([C:7]2[CH:8]=[CH:9][CH:10]=[CH:11][CH:12]=2)=[N:4][C:3]=1[CH2:13][O:14][C:15]1[CH:20]=[CH:19][C:18]([CH2:21][CH2:22][C:23]2[O:27][C:26]([C:28]3[CH:33]=[CH:32][CH:31]=[CH:30][CH:29]=3)=[N:25][C:24]=2[CH2:34][OH:35])=[CH:17][CH:16]=1. The catalyst class is: 7.